Dataset: Catalyst prediction with 721,799 reactions and 888 catalyst types from USPTO. Task: Predict which catalyst facilitates the given reaction. (1) Reactant: [OH:1][CH2:2][CH:3]([C:13]1[C:18]([CH3:19])=CC(C)=C(C)C=1O)[C:4]1[CH:9]=[CH:8][C:7]([CH:10]([CH3:12])[CH3:11])=[CH:6][CH:5]=1.[C:23]1(P(C2C=CC=CC=2)C2C=CC=CC=2)C=CC=CC=1.N(C(OCC)=O)=NC(OCC)=O.[C:54]1([CH3:60])[CH:59]=CC=[CH:56][CH:55]=1. Product: [CH:10]([C:7]1[CH:8]=[CH:9][C:4]([CH:3]2[C:13]3[C:18]([CH3:19])=[CH:56][C:55]([CH3:23])=[C:54]([CH3:60])[C:59]=3[O:1][CH2:2]2)=[CH:5][CH:6]=1)([CH3:11])[CH3:12]. The catalyst class is: 1. (2) Reactant: [CH:1]1([N:6]2[C:14](=O)[CH:13]3[CH2:16][CH:9]4[CH2:10][CH:11]([CH2:17][CH:7]2[CH2:8]4)[CH2:12]3)[CH2:5][CH2:4][CH2:3][CH2:2]1.[P].[CH3:19][C:20]1[CH:26]=[C:25]([N+:27]([O-:29])=[O:28])[CH:24]=[CH:23][C:21]=1[NH2:22]. Product: [CH:1]1([N:6]2[C:14](=[N:22][C:21]3[CH:23]=[CH:24][C:25]([N+:27]([O-:29])=[O:28])=[CH:26][C:20]=3[CH3:19])[CH:13]3[CH2:16][CH:9]4[CH2:10][CH:11]([CH2:17][CH:7]2[CH2:8]4)[CH2:12]3)[CH2:5][CH2:4][CH2:3][CH2:2]1. The catalyst class is: 2. (3) Reactant: [F:1][C:2]1[CH:3]=[C:4]([C:9]2[S:13][C:12]([N:14]([C:21]([C@H:23]3[CH2:28][CH2:27][C@H:26]([CH3:29])[CH2:25][CH2:24]3)=[O:22])[CH:15]3[CH2:20][CH2:19][O:18][CH2:17][CH2:16]3)=[C:11]([C:30]([O:32]C)=[O:31])[CH:10]=2)[CH:5]=[CH:6][C:7]=1[F:8].[OH-].[Li+].Cl. Product: [F:1][C:2]1[CH:3]=[C:4]([C:9]2[S:13][C:12]([N:14]([C:21]([C@H:23]3[CH2:28][CH2:27][C@H:26]([CH3:29])[CH2:25][CH2:24]3)=[O:22])[CH:15]3[CH2:20][CH2:19][O:18][CH2:17][CH2:16]3)=[C:11]([C:30]([OH:32])=[O:31])[CH:10]=2)[CH:5]=[CH:6][C:7]=1[F:8]. The catalyst class is: 12. (4) Reactant: [CH:1]12[NH:8][CH:5]([CH2:6][CH2:7]1)[CH2:4][C:3](=[C:9]([C:21]1[CH:26]=[CH:25][CH:24]=[CH:23][CH:22]=1)[C:10]1[CH:20]=[CH:19][C:13]([C:14]([NH:16][CH2:17][CH3:18])=[O:15])=[CH:12][CH:11]=1)[CH2:2]2.Cl[CH2:28][CH2:29][N:30]1[CH2:35][CH2:34][N:33]([C:36]([O:38][CH3:39])=[O:37])[CH2:32][CH2:31]1.C(=O)([O-])[O-].[K+].[K+]. Product: [CH3:39][O:38][C:36]([N:33]1[CH2:34][CH2:35][N:30]([CH2:29][CH2:28][N:8]2[CH:5]3[CH2:6][CH2:7][CH:1]2[CH2:2][C:3](=[C:9]([C:10]2[CH:11]=[CH:12][C:13]([C:14](=[O:15])[NH:16][CH2:17][CH3:18])=[CH:19][CH:20]=2)[C:21]2[CH:22]=[CH:23][CH:24]=[CH:25][CH:26]=2)[CH2:4]3)[CH2:31][CH2:32]1)=[O:37]. The catalyst class is: 10. (5) Reactant: [Cl:1][C:2]1[CH:3]=[C:4]([CH:23]=[C:24]([Cl:26])[CH:25]=1)[O:5][CH:6]([CH2:21][CH3:22])[C:7]([NH:9][C:10]([CH3:20])([CH3:19])[C:11]#[C:12][CH2:13][CH2:14][CH2:15][S:16]([CH3:18])=[O:17])=[O:8].ClC1C=CC=C(C(OO)=[O:35])C=1.CCCCCC.C(OCC)(=O)C. Product: [Cl:26][C:24]1[CH:23]=[C:4]([CH:3]=[C:2]([Cl:1])[CH:25]=1)[O:5][CH:6]([CH2:21][CH3:22])[C:7]([NH:9][C:10]([CH3:19])([CH3:20])[C:11]#[C:12][CH2:13][CH2:14][CH2:15][S:16]([CH3:18])(=[O:35])=[O:17])=[O:8]. The catalyst class is: 4.